From a dataset of Full USPTO retrosynthesis dataset with 1.9M reactions from patents (1976-2016). Predict the reactants needed to synthesize the given product. (1) Given the product [C@H:20]1([CH2:28][OH:29])[CH2:25][CH2:24][CH2:23][C@H:22]([CH2:26][OH:27])[CH2:21]1.[C@H:10]1([CH2:18][OH:19])[CH2:15][CH2:14][C@@H:13]([CH2:16][OH:17])[CH2:12][CH2:11]1.[CH2:1]([O:5][CH2:6][CH:7]1[O:9][CH2:8]1)[CH:2]1[O:4][CH2:3]1, predict the reactants needed to synthesize it. The reactants are: [CH2:1]([O:5][CH2:6][CH:7]1[O:9][CH2:8]1)[CH:2]1[O:4][CH2:3]1.[C@H:10]1([CH2:18][OH:19])[CH2:15][CH2:14][C@H:13]([CH2:16][OH:17])[CH2:12][CH2:11]1.[C@H:20]1([CH2:28][OH:29])[CH2:25][CH2:24][CH2:23][C@@H:22]([CH2:26][OH:27])[CH2:21]1. (2) Given the product [CH3:11][C:12]1[CH:13]=[C:14]([CH2:19][CH:20]([N:29]=[C:1]=[S:2])[C:21]2[CH:26]=[CH:25][CH:24]=[C:23]([CH3:27])[C:22]=2[CH3:28])[CH:15]=[C:16]([CH3:18])[CH:17]=1, predict the reactants needed to synthesize it. The reactants are: [C:1](Cl)(Cl)=[S:2].C(=O)([O-])[O-].[K+].[K+].[CH3:11][C:12]1[CH:13]=[C:14]([CH2:19][CH:20]([NH2:29])[C:21]2[CH:26]=[CH:25][CH:24]=[C:23]([CH3:27])[C:22]=2[CH3:28])[CH:15]=[C:16]([CH3:18])[CH:17]=1.ClCCl. (3) Given the product [Cl:1][CH2:2][CH2:3][CH2:4][NH:5][C:6]([NH:15][C:10]1[CH:11]=[N:12][CH:13]=[CH:14][C:9]=1[CH3:8])=[O:7], predict the reactants needed to synthesize it. The reactants are: [Cl:1][CH2:2][CH2:3][CH2:4][N:5]=[C:6]=[O:7].[CH3:8][C:9]1[CH:14]=[CH:13][N:12]=[CH:11][C:10]=1[NH2:15].C(OC(=O)C)C.